Dataset: Full USPTO retrosynthesis dataset with 1.9M reactions from patents (1976-2016). Task: Predict the reactants needed to synthesize the given product. (1) Given the product [CH3:1][C:2]([N:7]1[CH2:8][CH2:9][N:10]([CH2:13][C:14]2[S:22][C:21]3[C:20]([N:23]4[CH2:24][CH2:25][O:26][CH2:27][CH2:28]4)=[N:19][C:18]([C:43]4[N:44]([CH3:52])[N:45]=[C:46]5[C:51]=4[CH:50]=[CH:49][CH:48]=[CH:47]5)=[N:17][C:16]=3[CH:15]=2)[CH2:11][CH2:12]1)([CH3:6])[C:3]([NH2:5])=[O:4], predict the reactants needed to synthesize it. The reactants are: [CH3:1][C:2]([N:7]1[CH2:12][CH2:11][N:10]([CH2:13][C:14]2[S:22][C:21]3[C:20]([N:23]4[CH2:28][CH2:27][O:26][CH2:25][CH2:24]4)=[N:19][C:18]([Sn](CCCC)(CCCC)CCCC)=[N:17][C:16]=3[CH:15]=2)[CH2:9][CH2:8]1)([CH3:6])[C:3]([NH2:5])=[O:4].I[C:43]1[N:44]([CH3:52])[N:45]=[C:46]2[C:51]=1[CH:50]=[CH:49][CH:48]=[CH:47]2. (2) Given the product [Br:1][CH2:2]/[CH:3]=[CH:4]/[C:5]([NH:7][C:8]1[CH:9]=[C:10]2[C:15](=[CH:16][C:17]=1[O:18][CH2:19][CH:29]1[CH2:31][CH2:30]1)[N:14]=[CH:13][N:12]=[C:11]2[NH:20][C:21]1[CH:26]=[CH:25][C:24]([F:27])=[C:23]([Cl:28])[CH:22]=1)=[O:6], predict the reactants needed to synthesize it. The reactants are: [Br:1][CH2:2]/[CH:3]=[CH:4]/[C:5]([NH:7][C:8]1[CH:9]=[C:10]2[C:15](=[CH:16][C:17]=1[O:18][CH3:19])[N:14]=[CH:13][N:12]=[C:11]2[NH:20][C:21]1[CH:26]=[CH:25][C:24]([F:27])=[C:23]([Cl:28])[CH:22]=1)=[O:6].[CH:29]1(CO)[CH2:31][CH2:30]1. (3) Given the product [C:7]([O:11][C:12]([N:14]1[CH2:18][CH2:17][C:16]([O:23][C:25]2[CH:32]=[CH:31][CH:30]=[CH:29][C:26]=2[CH:27]=[O:28])([C:19]([F:20])([F:21])[F:22])[CH2:15]1)=[O:13])([CH3:10])([CH3:8])[CH3:9], predict the reactants needed to synthesize it. The reactants are: C(O[K])(C)(C)C.[C:7]([O:11][C:12]([N:14]1[CH2:18][CH2:17][C:16]([OH:23])([C:19]([F:22])([F:21])[F:20])[CH2:15]1)=[O:13])([CH3:10])([CH3:9])[CH3:8].F[C:25]1[CH:32]=[CH:31][CH:30]=[CH:29][C:26]=1[CH:27]=[O:28]. (4) Given the product [C:35]([C:7]1[CH:8]=[CH:9][CH:10]=[C:11]2[C:16]=1[N:15]=[C:14]([N:17]([C:18]1[CH:23]=[CH:22][CH:21]=[CH:20][CH:19]=1)[C:2](=[O:3])[O:4][CH3:5])[CH:13]=[CH:12]2)(=[O:36])[CH3:34], predict the reactants needed to synthesize it. The reactants are: Cl[C:2]([O:4][CH3:5])=[O:3].Br[C:7]1[CH:8]=[CH:9][CH:10]=[C:11]2[C:16]=1[N:15]=[C:14]([NH:17][C:18]1[CH:23]=[CH:22][CH:21]=[CH:20][CH:19]=1)[CH:13]=[CH:12]2.CCN(C(C)C)C(C)C.C1C[O:36][CH2:35][CH2:34]1. (5) The reactants are: [O:1]=[O+][O-].[CH3:4][C@@:5]([C:26]([OH:28])=[O:27])([C:15]([CH3:25])([CH3:24])[C:16]1[CH:21]=[CH:20][C:19]([CH:22]=C)=[CH:18][CH:17]=1)[N:6]([C:8]([O:10][C:11]([CH3:14])([CH3:13])[CH3:12])=[O:9])[CH3:7].CSC. Given the product [CH3:4][C@@:5]([C:26]([OH:28])=[O:27])([C:15]([CH3:24])([CH3:25])[C:16]1[CH:17]=[CH:18][C:19]([CH:22]=[O:1])=[CH:20][CH:21]=1)[N:6]([C:8]([O:10][C:11]([CH3:14])([CH3:12])[CH3:13])=[O:9])[CH3:7], predict the reactants needed to synthesize it. (6) Given the product [CH:1]([C:3]1[CH:11]=[CH:10][C:6]([C:7]([O:9][CH2:13][CH3:14])=[O:8])=[CH:5][CH:4]=1)=[O:2], predict the reactants needed to synthesize it. The reactants are: [CH:1]([C:3]1[CH:11]=[CH:10][C:6]([C:7]([OH:9])=[O:8])=[CH:5][CH:4]=1)=[O:2].I[CH2:13][CH3:14].